Dataset: NCI-60 drug combinations with 297,098 pairs across 59 cell lines. Task: Regression. Given two drug SMILES strings and cell line genomic features, predict the synergy score measuring deviation from expected non-interaction effect. (1) Drug 1: C1=CC(=C2C(=C1NCCNCCO)C(=O)C3=C(C=CC(=C3C2=O)O)O)NCCNCCO. Drug 2: CC(C)NC(=O)C1=CC=C(C=C1)CNNC.Cl. Cell line: NCI/ADR-RES. Synergy scores: CSS=6.44, Synergy_ZIP=4.84, Synergy_Bliss=7.62, Synergy_Loewe=-0.726, Synergy_HSA=4.03. (2) Drug 1: CS(=O)(=O)CCNCC1=CC=C(O1)C2=CC3=C(C=C2)N=CN=C3NC4=CC(=C(C=C4)OCC5=CC(=CC=C5)F)Cl. Drug 2: CC12CCC3C(C1CCC2OP(=O)(O)O)CCC4=C3C=CC(=C4)OC(=O)N(CCCl)CCCl.[Na+]. Cell line: 786-0. Synergy scores: CSS=7.05, Synergy_ZIP=-0.966, Synergy_Bliss=2.73, Synergy_Loewe=-0.442, Synergy_HSA=1.78. (3) Drug 1: COC1=NC(=NC2=C1N=CN2C3C(C(C(O3)CO)O)O)N. Drug 2: CC1C(C(CC(O1)OC2CC(CC3=C2C(=C4C(=C3O)C(=O)C5=CC=CC=C5C4=O)O)(C(=O)C)O)N)O. Cell line: HCT-15. Synergy scores: CSS=31.0, Synergy_ZIP=-0.845, Synergy_Bliss=-1.10, Synergy_Loewe=-20.9, Synergy_HSA=0.347.